From a dataset of Catalyst prediction with 721,799 reactions and 888 catalyst types from USPTO. Predict which catalyst facilitates the given reaction. The catalyst class is: 294. Reactant: [C:1]([O:5][C:6]([NH:8][C:9]1[CH:10]=[C:11]2[CH:17]=[C:16](B(O)O)[NH:15][C:12]2=[N:13][CH:14]=1)=[O:7])([CH3:4])([CH3:3])[CH3:2].[F:21][C:22]1[CH:27]=[CH:26][C:25](I)=[CH:24][CH:23]=1.C(=O)([O-])[O-].[K+].[K+]. Product: [F:21][C:22]1[CH:27]=[CH:26][C:25]([C:16]2[NH:15][C:12]3=[N:13][CH:14]=[C:9]([NH:8][C:6](=[O:7])[O:5][C:1]([CH3:4])([CH3:3])[CH3:2])[CH:10]=[C:11]3[CH:17]=2)=[CH:24][CH:23]=1.